From a dataset of Forward reaction prediction with 1.9M reactions from USPTO patents (1976-2016). Predict the product of the given reaction. (1) Given the reactants C(N(CC)CC)C.Cl.[CH3:9][S:10]([CH2:13][CH2:14][NH2:15])(=[O:12])=[O:11].[Cl:16][C:17]1[CH:18]=[C:19]([NH:32][C:33]2[C:42]3[C:37](=[CH:38][CH:39]=[C:40]([C:43]4[O:47][C:46]([CH:48]=O)=[CH:45][CH:44]=4)[CH:41]=3)[N:36]=[CH:35][N:34]=2)[CH:20]=[CH:21][C:22]=1[O:23][CH2:24][C:25]1[CH:30]=[CH:29][CH:28]=[C:27]([F:31])[CH:26]=1.[BH-](OC(C)=O)(OC(C)=O)OC(C)=O.[Na+].C(=O)(O)[O-].[Na+].CC(OC(O[C:77]([O:79][C:80]([CH3:83])([CH3:82])[CH3:81])=[O:78])=O)(C)C, predict the reaction product. The product is: [Cl:16][C:17]1[CH:18]=[C:19]([NH:32][C:33]2[C:42]3[C:37](=[CH:38][CH:39]=[C:40]([C:43]4[O:47][C:46]([CH2:48][N:15]([CH2:14][CH2:13][S:10]([CH3:9])(=[O:12])=[O:11])[C:77](=[O:78])[O:79][C:80]([CH3:81])([CH3:82])[CH3:83])=[CH:45][CH:44]=4)[CH:41]=3)[N:36]=[CH:35][N:34]=2)[CH:20]=[CH:21][C:22]=1[O:23][CH2:24][C:25]1[CH:30]=[CH:29][CH:28]=[C:27]([F:31])[CH:26]=1. (2) Given the reactants [Br:1][C:2]1[CH:14]=[CH:13][C:12]2[C:11]3[C:6](=[CH:7][CH:8]=[CH:9][CH:10]=3)[C:5]([CH3:16])([CH3:15])[C:4]=2[CH:3]=1.[C:17]1(=[O:27])[O:22][C:20](=[O:21])[C:19]2=[CH:23][CH:24]=[CH:25][CH:26]=[C:18]12.ClCCl.[Cl-].[Al+3].[Cl-].[Cl-], predict the reaction product. The product is: [Br:1][C:2]1[CH:3]=[C:4]2[C:12]([C:11]3[CH:10]=[CH:9][C:8]([C:17]([C:18]4[CH:26]=[CH:25][CH:24]=[CH:23][C:19]=4[C:20]([OH:22])=[O:21])=[O:27])=[CH:7][C:6]=3[C:5]2([CH3:16])[CH3:15])=[CH:13][CH:14]=1.